From a dataset of Full USPTO retrosynthesis dataset with 1.9M reactions from patents (1976-2016). Predict the reactants needed to synthesize the given product. (1) Given the product [Cl:27][C:25]1[C:9]2[O:10][C:11]3[C:20]([CH3:21])=[CH:19][C:18]([C:22]([OH:24])=[O:23])=[CH:17][C:12]=3[S:13](=[O:15])(=[O:16])[CH2:14][C:8]=2[CH:7]=[C:6]([NH:5][CH:1]=[O:2])[CH:26]=1, predict the reactants needed to synthesize it. The reactants are: [CH:1]([O-])=[O:2].[Na+].[NH2:5][C:6]1[CH:26]=[C:25]([Cl:27])[C:9]2[O:10][C:11]3[C:20]([CH3:21])=[CH:19][C:18]([C:22]([OH:24])=[O:23])=[CH:17][C:12]=3[S:13](=[O:16])(=[O:15])[CH2:14][C:8]=2[CH:7]=1.O. (2) The reactants are: [Cl:1][C:2]1[CH:25]=[C:24]([O:26][CH2:27][CH:28]=[C:29]([Cl:31])[Cl:30])[CH:23]=[C:22]([Cl:32])[C:3]=1[O:4][CH2:5][CH2:6][CH2:7][O:8][C:9]1[CH:14]=[CH:13][C:12]([CH:15]2[CH2:20][CH2:19][CH2:18][C:17](=O)[CH2:16]2)=[CH:11][CH:10]=1.Cl.[CH3:34][O:35][NH2:36]. Given the product [CH3:34][O:35][N:36]=[C:17]1[CH2:18][CH2:19][CH2:20][CH:15]([C:12]2[CH:11]=[CH:10][C:9]([O:8][CH2:7][CH2:6][CH2:5][O:4][C:3]3[C:22]([Cl:32])=[CH:23][C:24]([O:26][CH2:27][CH:28]=[C:29]([Cl:30])[Cl:31])=[CH:25][C:2]=3[Cl:1])=[CH:14][CH:13]=2)[CH2:16]1, predict the reactants needed to synthesize it. (3) Given the product [O:29]1[CH2:30][CH2:31][CH2:32][CH2:33][CH:28]1[O:27][CH2:26][CH2:25][CH2:24][O:1][C:2]1[CH:10]=[CH:9][CH:8]=[C:7]2[C:3]=1[CH:4]=[CH:5][N:6]2[CH2:11][C:12]([O:14][CH2:15][CH3:16])=[O:13], predict the reactants needed to synthesize it. The reactants are: [OH:1][C:2]1[CH:10]=[CH:9][CH:8]=[C:7]2[C:3]=1[CH:4]=[CH:5][N:6]2[CH2:11][C:12]([O:14][CH2:15][CH3:16])=[O:13].C([O-])([O-])=O.[K+].[K+].Br[CH2:24][CH2:25][CH2:26][O:27][CH:28]1[CH2:33][CH2:32][CH2:31][CH2:30][O:29]1. (4) Given the product [CH2:1]([N:8]([CH2:39][CH2:40][NH:41][C:42]([O:44][C:45]([CH3:48])([CH3:47])[CH3:46])=[O:43])[C@@H:9]1[CH2:16][N:15]2[C:17]3[CH:18]=[C:19]([C:30]([OH:32])=[O:31])[CH:20]=[CH:21][C:22]=3[C:23]([CH:24]3[CH2:25][CH2:26][CH2:27][CH2:28][CH2:29]3)=[C:14]2[C:13]2[CH:34]=[CH:35][C:36]([F:38])=[CH:37][C:12]=2[O:11][CH2:10]1)[C:2]1[CH:7]=[CH:6][CH:5]=[CH:4][CH:3]=1, predict the reactants needed to synthesize it. The reactants are: [CH2:1]([N:8]([CH2:39][CH2:40][NH:41][C:42]([O:44][C:45]([CH3:48])([CH3:47])[CH3:46])=[O:43])[C@@H:9]1[CH2:16][N:15]2[C:17]3[CH:18]=[C:19]([C:30]([O:32]C)=[O:31])[CH:20]=[CH:21][C:22]=3[C:23]([CH:24]3[CH2:29][CH2:28][CH2:27][CH2:26][CH2:25]3)=[C:14]2[C:13]2[CH:34]=[CH:35][C:36]([F:38])=[CH:37][C:12]=2[O:11][CH2:10]1)[C:2]1[CH:7]=[CH:6][CH:5]=[CH:4][CH:3]=1.[OH-].[K+].Cl.